Dataset: Forward reaction prediction with 1.9M reactions from USPTO patents (1976-2016). Task: Predict the product of the given reaction. (1) Given the reactants C(OC([N:8]1[CH2:13][CH2:12][CH:11]([N:14]2[CH:18]=[C:17]([C:19]3[CH:20]=[N:21][C:22]([NH2:36])=[C:23]([C:25]4[N:26]=[C:27]([CH3:35])[C:28]5[C:33]([CH:34]=4)=[CH:32][CH:31]=[CH:30][CH:29]=5)[CH:24]=3)[CH:16]=[N:15]2)[CH2:10][CH2:9]1)=O)(C)(C)C.O1CCOCC1.[ClH:43], predict the reaction product. The product is: [ClH:43].[ClH:43].[ClH:43].[CH3:35][C:27]1[C:28]2[C:33](=[CH:32][CH:31]=[CH:30][CH:29]=2)[CH:34]=[C:25]([C:23]2[C:22]([NH2:36])=[N:21][CH:20]=[C:19]([C:17]3[CH:16]=[N:15][N:14]([CH:11]4[CH2:12][CH2:13][NH:8][CH2:9][CH2:10]4)[CH:18]=3)[CH:24]=2)[N:26]=1. (2) Given the reactants [CH2:1]([NH:5][C:6]1[CH:10]=[C:9]([C:11]2[CH:16]=[CH:15][N:14]=[CH:13][CH:12]=2)[S:8][C:7]=1[C:17]([OH:19])=O)[CH2:2][CH2:3][CH3:4].[Cl-].[NH4+].C([N:24](CC)CC)C.ON1C2C=CC=CC=2N=N1.Cl.C(N=C=NCCCN(C)C)C.C(=O)([O-])O.[Na+], predict the reaction product. The product is: [CH2:1]([NH:5][C:6]1[CH:10]=[C:9]([C:11]2[CH:16]=[CH:15][N:14]=[CH:13][CH:12]=2)[S:8][C:7]=1[C:17]([NH2:24])=[O:19])[CH2:2][CH2:3][CH3:4]. (3) Given the reactants [CH2:1]([N:3]1[CH:7]=[C:6]([CH:8]=[O:9])[C:5]([CH:10]2[CH2:12][CH2:11]2)=[N:4]1)[CH3:2].[C:13](=[O:16])([O-])[O-].[K+].[K+].[Cl:19][C:20]1[N:25]=C(Cl)C=[CH:22][N:21]=1.[CH3:27]N(C)C=O, predict the reaction product. The product is: [Cl:19][C:20]1[N:25]=[C:1]([N:3]2[CH:7]=[C:6]([C:8]([O:16][CH2:13][CH3:27])=[O:9])[C:5]([CH:10]3[CH2:11][CH2:12]3)=[N:4]2)[CH:2]=[CH:22][N:21]=1. (4) Given the reactants [CH2:1]1[CH2:9][O:8][C:7]2[CH:6]=[CH:5][S:4][C:3]=2[O:2]1.S1C=CC=C1.S(OOS([O-])(=O)=O)([O-])(=O)=O.[Na+].[Na+], predict the reaction product. The product is: [CH2:9]1[O:8][C:7]2[C:6](=[CH:5][S:4][CH:3]=2)[O:2][CH2:1]1. (5) Given the reactants [Cl:1][C:2]1[N:3]=[C:4]([N:13]2[CH2:18][CH2:17][O:16][CH2:15][CH2:14]2)[C:5]2[S:10][C:9]([CH:11]=O)=[CH:8][C:6]=2[N:7]=1.[NH:19]1[CH2:22][CH:21]([N:23]2[CH2:28][CH2:27][O:26][CH2:25][CH2:24]2)[CH2:20]1.C(OC)(OC)OC.C(O)(=O)C.C(O[BH-](OC(=O)C)OC(=O)C)(=O)C.[Na+], predict the reaction product. The product is: [Cl:1][C:2]1[N:3]=[C:4]([N:13]2[CH2:18][CH2:17][O:16][CH2:15][CH2:14]2)[C:5]2[S:10][C:9]([CH2:11][N:19]3[CH2:22][CH:21]([N:23]4[CH2:28][CH2:27][O:26][CH2:25][CH2:24]4)[CH2:20]3)=[CH:8][C:6]=2[N:7]=1. (6) The product is: [Cl:15][C:16]1[C:17]([C:24]([OH:26])=[O:25])=[N:18][N:19]([CH3:23])[C:20]=1[CH2:21][O:12][CH2:11][C:2]1[CH:3]=[CH:4][C:5]2[C:10](=[CH:9][CH:8]=[CH:7][CH:6]=2)[CH:1]=1. Given the reactants [CH:1]1[C:10]2[C:5](=[CH:6][CH:7]=[CH:8][CH:9]=2)[CH:4]=[CH:3][C:2]=1[CH2:11][OH:12].[H-].[Na+].[Cl:15][C:16]1[C:17]([C:24]([O:26]CC)=[O:25])=[N:18][N:19]([CH3:23])[C:20]=1[CH2:21]Cl.Cl.[OH-].[K+], predict the reaction product. (7) Given the reactants [F:1][C:2]([F:23])([F:22])[C:3]1[CH:17]=[C:16]([C:18]([F:21])([F:20])[F:19])[CH:15]=[CH:14][C:4]=1[CH2:5][N:6]1[CH2:11][CH2:10][CH:9]([CH:12]=O)[CH2:8][CH2:7]1.[NH:24]=[C:25]1[CH2:29][N:28]([CH3:30])C(=O)[N:26]1[C:32]([C:34]1[CH:39]=[CH:38][CH:37]=CC=1)=O.CC(C)([O-])C.[K+].[Cl-].[NH4+].[CH2:48]([OH:50])C, predict the reaction product. The product is: [F:23][C:2]([F:1])([F:22])[C:3]1[CH:17]=[C:16]([C:18]([F:20])([F:21])[F:19])[CH:15]=[CH:14][C:4]=1[CH2:5][N:6]1[CH2:11][CH2:10][CH:9](/[CH:12]=[C:29]2/[C:25]([NH:26][CH:32]3[CH2:34][CH2:39][CH2:38][CH2:37]3)=[N:24][C:48](=[O:50])[N:28]/2[CH3:30])[CH2:8][CH2:7]1. (8) Given the reactants [CH2:1]([NH:3][C:4]([C:6]1[CH:11]=[N:10][C:9]([CH2:12][C:13]2[CH:23]=[CH:22][C:16]3[CH2:17][CH2:18][NH:19][CH2:20][CH2:21][C:15]=3[CH:14]=2)=[CH:8][N:7]=1)=[O:5])[CH3:2].[C:24]1(=O)[CH2:27][CH2:26][CH2:25]1.C(O[BH-](OC(=O)C)OC(=O)C)(=O)C.[Na+], predict the reaction product. The product is: [CH:24]1([N:19]2[CH2:18][CH2:17][C:16]3[CH:22]=[CH:23][C:13]([CH2:12][C:9]4[N:10]=[CH:11][C:6]([C:4]([NH:3][CH2:1][CH3:2])=[O:5])=[N:7][CH:8]=4)=[CH:14][C:15]=3[CH2:21][CH2:20]2)[CH2:27][CH2:26][CH2:25]1. (9) Given the reactants [CH3:1][N:2]1[CH2:7][CH2:6][N:5]([CH2:8][CH2:9][N:10]2C(=O)C3C(=CC=CC=3)C2=O)[CH2:4][CH2:3]1.O.NN, predict the reaction product. The product is: [CH3:1][N:2]1[CH2:7][CH2:6][N:5]([CH2:8][CH2:9][NH2:10])[CH2:4][CH2:3]1.